From a dataset of NCI-60 drug combinations with 297,098 pairs across 59 cell lines. Regression. Given two drug SMILES strings and cell line genomic features, predict the synergy score measuring deviation from expected non-interaction effect. Drug 1: CC1CCCC2(C(O2)CC(NC(=O)CC(C(C(=O)C(C1O)C)(C)C)O)C(=CC3=CSC(=N3)C)C)C. Drug 2: CC1C(C(CC(O1)OC2CC(CC3=C2C(=C4C(=C3O)C(=O)C5=CC=CC=C5C4=O)O)(C(=O)C)O)N)O. Cell line: SF-539. Synergy scores: CSS=38.4, Synergy_ZIP=-2.83, Synergy_Bliss=-2.64, Synergy_Loewe=-0.151, Synergy_HSA=-0.0707.